Task: Predict the reactants needed to synthesize the given product.. Dataset: Full USPTO retrosynthesis dataset with 1.9M reactions from patents (1976-2016) (1) Given the product [CH3:43][O:42][C:40]1[CH:39]=[C:15]([CH:14]=[C:13]([O:12][CH3:11])[CH:41]=1)[CH2:16][N:17]1[C:23]2[CH:24]=[CH:25][CH:26]=[CH:27][C:22]=2[C:21]2([C:32]3[CH:37]=[CH:36][CH:35]=[CH:34][CH:33]=3)[CH:28]([O:31][C:5]3[N:6]=[C:7]([O:9][CH3:10])[CH:8]=[C:3]([O:2][CH3:1])[N:4]=3)[C:29](=[O:30])[N:20]2[CH2:19][C:18]1=[O:38], predict the reactants needed to synthesize it. The reactants are: [CH3:1][O:2][C:3]1[CH:8]=[C:7]([O:9][CH3:10])[N:6]=[CH:5][N:4]=1.[CH3:11][O:12][C:13]1[CH:14]=[C:15]([CH:39]=[C:40]([O:42][CH3:43])[CH:41]=1)[CH2:16][N:17]1[C:23]2[CH:24]=[CH:25][CH:26]=[CH:27][C:22]=2[C:21]2([C:32]3[CH:37]=[CH:36][CH:35]=[CH:34][CH:33]=3)[CH:28]([OH:31])[C:29](=[O:30])[N:20]2[CH2:19][C:18]1=[O:38]. (2) The reactants are: [F:1][C:2]1[CH:34]=[C:33]([F:35])[CH:32]=[CH:31][C:3]=1[O:4][C:5]1[CH:10]=[CH:9][C:8]([S:11]([CH3:14])(=[O:13])=[O:12])=[CH:7][C:6]=1[C:15]1[C:16]2[CH:25]=[C:24]([C:26](OCC)=[O:27])[NH:23][C:17]=2[C:18](=[O:22])[N:19]([CH3:21])[CH:20]=1.[H-].[Al+3].[Li+].[H-].[H-].[H-]. Given the product [F:1][C:2]1[CH:34]=[C:33]([F:35])[CH:32]=[CH:31][C:3]=1[O:4][C:5]1[CH:10]=[CH:9][C:8]([S:11]([CH3:14])(=[O:12])=[O:13])=[CH:7][C:6]=1[C:15]1[C:16]2[CH:25]=[C:24]([CH2:26][OH:27])[NH:23][C:17]=2[C:18](=[O:22])[N:19]([CH3:21])[CH:20]=1, predict the reactants needed to synthesize it. (3) Given the product [NH2:17][C:11]1[N:10]=[C:9]([NH2:18])[C:8]2[C:13](=[CH:14][CH:15]=[CH:16][C:7]=2[N:1]2[CH2:6][CH2:5][N:4]([C:22]([C:21]3[CH:25]=[CH:26][CH:27]=[C:28]([F:29])[C:20]=3[F:19])=[O:23])[CH2:3][CH2:2]2)[N:12]=1, predict the reactants needed to synthesize it. The reactants are: [N:1]1([C:7]2[CH:16]=[CH:15][CH:14]=[C:13]3[C:8]=2[C:9]([NH2:18])=[N:10][C:11]([NH2:17])=[N:12]3)[CH2:6][CH2:5][NH:4][CH2:3][CH2:2]1.[F:19][C:20]1[C:28]([F:29])=[CH:27][CH:26]=[CH:25][C:21]=1[C:22](Cl)=[O:23].